This data is from M1 muscarinic receptor antagonist screen with 61,756 compounds. The task is: Binary Classification. Given a drug SMILES string, predict its activity (active/inactive) in a high-throughput screening assay against a specified biological target. (1) The molecule is BrC=1C(=O)/C(=C\Nn2c(nnc2C)C)C=C(Br)C1. The result is 0 (inactive). (2) The molecule is O=c1n(n(c(c1NC1=NC2(CCCCC2)Cc2c1cccc2)C)C)c1ccccc1. The result is 1 (active).